This data is from Forward reaction prediction with 1.9M reactions from USPTO patents (1976-2016). The task is: Predict the product of the given reaction. (1) Given the reactants [F:1][C:2]1[C:10]([O:11][CH3:12])=[CH:9][CH:8]=[C:7]([O:13][CH3:14])[C:3]=1[C:4](O)=[O:5].O=S(Cl)[Cl:17].CN(C=O)C, predict the reaction product. The product is: [F:1][C:2]1[C:10]([O:11][CH3:12])=[CH:9][CH:8]=[C:7]([O:13][CH3:14])[C:3]=1[C:4]([Cl:17])=[O:5]. (2) Given the reactants [C:1](Cl)(=[O:8])[C:2]1[CH:7]=[CH:6][CH:5]=[CH:4][CH:3]=1.C([N:13]1[C:18](=[O:19])[NH:17][C:16](=[O:20])[C:15]([C:21]2[CH:26]=[CH:25][CH:24]=[CH:23][CH:22]=2)=[N:14]1)(=O)C.N1C=CC=CC=1.Cl.O, predict the reaction product. The product is: [C:21]1([C:15]2[C:16](=[O:20])[N:17]([C:1](=[O:8])[C:2]3[CH:7]=[CH:6][CH:5]=[CH:4][CH:3]=3)[C:18](=[O:19])[NH:13][N:14]=2)[CH:22]=[CH:23][CH:24]=[CH:25][CH:26]=1. (3) The product is: [CH3:9][O:8][C:4]1[CH:3]=[C:2]([CH:22]2[CH2:23][CH2:24][CH2:25][N:20]([CH2:13][C:14]3[CH:19]=[CH:18][CH:17]=[CH:16][CH:15]=3)[CH2:21]2)[CH:7]=[CH:6][CH:5]=1. Given the reactants Br[C:2]1[CH:3]=[C:4]([O:8][CH3:9])[CH:5]=[CH:6][CH:7]=1.[Mg].II.[CH2:13]([N:20]1[CH2:25][CH2:24][CH2:23][C:22](=O)[CH2:21]1)[C:14]1[CH:19]=[CH:18][CH:17]=[CH:16][CH:15]=1.[NH4+].[Cl-], predict the reaction product. (4) Given the reactants [Cl:1][C:2]1[CH:3]=[C:4]([NH:9][CH2:10][C:11]([O:13][CH2:14][CH3:15])=[O:12])[CH:5]=[CH:6][C:7]=1[Cl:8].[CH3:16][O:17][CH2:18][CH2:19]Br.[I-].[Na+].C(=O)(O)[O-].[Na+].FC(F)(F)C(O)=O, predict the reaction product. The product is: [Cl:1][C:2]1[CH:3]=[C:4]([N:9]([CH2:19][CH2:18][O:17][CH3:16])[CH2:10][C:11]([O:13][CH2:14][CH3:15])=[O:12])[CH:5]=[CH:6][C:7]=1[Cl:8].